This data is from Forward reaction prediction with 1.9M reactions from USPTO patents (1976-2016). The task is: Predict the product of the given reaction. (1) Given the reactants [C:1]([C:4]1[CH:5]=[CH:6][C:7]([Cl:15])=[C:8]([NH:10][S:11]([CH3:14])(=[O:13])=[O:12])[CH:9]=1)(=[O:3])[CH3:2].CO[CH:18](OC)[N:19]([CH3:21])[CH3:20].[C:24](OCC)(=O)C, predict the reaction product. The product is: [Cl:15][C:7]1[CH:6]=[CH:5][C:4]([C:1](=[O:3])[CH:2]=[CH:18][N:19]([CH3:21])[CH3:20])=[CH:9][C:8]=1[N:10]([CH3:24])[S:11]([CH3:14])(=[O:13])=[O:12]. (2) Given the reactants [F:1][C:2]1[CH:3]=[C:4]2[C:9](=[CH:10][C:11]=1[O:12][CH2:13][CH2:14][N:15]1[CH2:20][CH2:19][O:18][CH2:17][CH2:16]1)[N:8]=[C:7]([CH3:21])[NH:6][C:5]2=[O:22].[N+:23]([C:26]1[O:30][C:29]([CH:31]=O)=[CH:28][CH:27]=1)([O-:25])=[O:24].S(=O)(=O)(O)O.C(OCC)(=O)C, predict the reaction product. The product is: [F:1][C:2]1[CH:3]=[C:4]2[C:9](=[CH:10][C:11]=1[O:12][CH2:13][CH2:14][N:15]1[CH2:20][CH2:19][O:18][CH2:17][CH2:16]1)[N:8]=[C:7]([CH:21]=[CH:31][C:29]1[O:30][C:26]([N+:23]([O-:25])=[O:24])=[CH:27][CH:28]=1)[NH:6][C:5]2=[O:22]. (3) Given the reactants Cl[C:2]1[C:3]2[C:4](=[CH:17][N:18](CC3C=CC(OC)=CC=3)[N:19]=2)[N:5]=[C:6]([C:8]2[S:9][C:10]3[CH:16]=[CH:15][CH:14]=[CH:13][C:11]=3[N:12]=2)[N:7]=1.[O:29]1[CH2:34][CH2:33][NH:32][C:31]2[CH:35]=[C:36]([NH2:39])[CH:37]=[CH:38][C:30]1=2.Cl, predict the reaction product. The product is: [S:9]1[C:10]2[CH:16]=[CH:15][CH:14]=[CH:13][C:11]=2[N:12]=[C:8]1[C:6]1[N:7]=[C:2]([NH:39][C:36]2[CH:37]=[CH:38][C:30]3[O:29][CH2:34][CH2:33][NH:32][C:31]=3[CH:35]=2)[C:3]2[NH:19][N:18]=[CH:17][C:4]=2[N:5]=1. (4) Given the reactants [Cl:1][C:2]1[CH:7]=[C:6]([CH3:8])[C:5]([N+:9]([O-:11])=[O:10])=[CH:4][N:3]=1.[C:12](OCC)(=[O:18])[C:13]([O:15][CH2:16][CH3:17])=[O:14].N12CCCN=C1CCCCC2, predict the reaction product. The product is: [CH2:16]([O:15][C:13](=[O:14])/[C:12](/[OH:18])=[CH:8]/[C:6]1[C:5]([N+:9]([O-:11])=[O:10])=[CH:4][N:3]=[C:2]([Cl:1])[CH:7]=1)[CH3:17]. (5) Given the reactants Br[C:2]1[C:3]([F:14])=[CH:4][CH:5]=[C:6]2[C:11]=1[N:10]=[C:9]([O:12][CH3:13])[CH:8]=[CH:7]2.[C:15]([O:19][CH2:20][CH2:21][CH2:22][CH3:23])(=[O:18])[CH:16]=[CH2:17].C1(C(N)C2CCCCC2)CCCCC1, predict the reaction product. The product is: [F:14][C:3]1[C:2](/[CH:17]=[CH:16]/[C:15]([O:19][CH2:20][CH2:21][CH2:22][CH3:23])=[O:18])=[C:11]2[C:6]([CH:7]=[CH:8][C:9]([O:12][CH3:13])=[N:10]2)=[CH:5][CH:4]=1. (6) Given the reactants [F:1][C:2]([F:27])([F:26])[C:3]1[CH:25]=[CH:24][C:6]([CH2:7][C:8]2[CH:13]=[CH:12][C:11]([O:14][C:15]([N:17]3[CH2:22][CH2:21][CH:20](O)[CH2:19][CH2:18]3)=[O:16])=[CH:10][CH:9]=2)=[CH:5][CH:4]=1.[NH:28]1[CH:32]=[CH:31][N:30]=[C:29]1[SH:33].N(C(N1CCCCC1)=O)=NC(N1CCCCC1)=O.C(P(CCCC)CCCC)CCC, predict the reaction product. The product is: [F:1][C:2]([F:27])([F:26])[C:3]1[CH:25]=[CH:24][C:6]([CH2:7][C:8]2[CH:13]=[CH:12][C:11]([O:14][C:15]([N:17]3[CH2:22][CH2:21][CH:20]([S:33][C:29]4[NH:28][CH:32]=[CH:31][N:30]=4)[CH2:19][CH2:18]3)=[O:16])=[CH:10][CH:9]=2)=[CH:5][CH:4]=1. (7) The product is: [CH3:25][C@H:20]1[NH:21][C@@H:22]([CH3:24])[CH2:23][N:18]([C:16]2[CH:15]=[CH:14][C:13]([O:26][CH3:27])=[C:12]([NH:11][S:8]([C:5]3[CH:6]=[CH:7][C:2]([N:28]4[CH2:32][CH2:31][CH2:30][C:29]4=[O:33])=[CH:3][CH:4]=3)(=[O:10])=[O:9])[CH:17]=2)[CH2:19]1. Given the reactants Br[C:2]1[CH:7]=[CH:6][C:5]([S:8]([NH:11][C:12]2[CH:17]=[C:16]([N:18]3[CH2:23][C@H:22]([CH3:24])[NH:21][C@H:20]([CH3:25])[CH2:19]3)[CH:15]=[CH:14][C:13]=2[O:26][CH3:27])(=[O:10])=[O:9])=[CH:4][CH:3]=1.[NH:28]1[CH2:32][CH2:31][CH2:30][C:29]1=[O:33], predict the reaction product. (8) Given the reactants [C:1]([O:5][C:6](=[O:16])[NH:7][C:8](/[C:11](=[N:14]/[H])/[NH:12][OH:13])([CH3:10])[CH3:9])([CH3:4])([CH3:3])[CH3:2].[N:17]1(C#N)CCCC[CH2:18]1, predict the reaction product. The product is: [C:1]([O:5][C:6](=[O:16])[NH:7][C:8]([C:11]1[N:14]=[C:18]([NH2:17])[O:13][N:12]=1)([CH3:10])[CH3:9])([CH3:4])([CH3:3])[CH3:2]. (9) Given the reactants C([N:3]([CH2:6]C)CC)C.P(N=[N+]=[N-])(=O)(OC1C=CC=CC=1)[O:9]C1C=CC=CC=1.[N:27]1([C:33]([N:35]2[CH2:40][CH:39]([C:41]3[CH:46]=[CH:45][C:44]([C:47]([F:50])([F:49])[F:48])=[CH:43][CH:42]=3)[CH2:38][CH:37](C(O)=O)[CH2:36]2)=[O:34])[CH2:32][CH2:31][O:30][CH2:29][CH2:28]1.[C:54]([OH:58])([CH3:57])([CH3:56])[CH3:55], predict the reaction product. The product is: [N:27]1([C:33]([N:35]2[CH2:40][CH:39]([C:41]3[CH:46]=[CH:45][C:44]([C:47]([F:49])([F:50])[F:48])=[CH:43][CH:42]=3)[CH2:38][CH:37]([NH:3][C:6](=[O:9])[O:58][C:54]([CH3:57])([CH3:56])[CH3:55])[CH2:36]2)=[O:34])[CH2:28][CH2:29][O:30][CH2:31][CH2:32]1. (10) Given the reactants [CH3:1][C:2]1[CH:3]=[N+:4]([O-])[CH:5]=[CH:6][CH:7]=1.ICC.[C-:12]#[N:13].[K+], predict the reaction product. The product is: [CH3:1][C:2]1[CH:3]=[N:4][CH:5]=[CH:6][C:7]=1[C:12]#[N:13].